From a dataset of Full USPTO retrosynthesis dataset with 1.9M reactions from patents (1976-2016). Predict the reactants needed to synthesize the given product. (1) Given the product [CH3:24][S:23][C:20]1[CH:21]=[CH:22][C:17]([C:15]2[C:1]([C:2]3[CH:7]=[CH:6][CH:5]=[CH:4][CH:3]=3)=[C:8]3[N:9]([CH:14]=2)[CH2:10][CH2:11][CH2:12]3)=[CH:18][CH:19]=1, predict the reactants needed to synthesize it. The reactants are: [CH2:1]([C:8]1[CH2:12][CH2:11][CH2:10][N:9]=1)[C:2]1[CH:7]=[CH:6][CH:5]=[CH:4][CH:3]=1.Br[CH2:14][C:15]([C:17]1[CH:22]=[CH:21][C:20]([S:23][CH3:24])=[CH:19][CH:18]=1)=O.C([O-])(O)=O.[Na+].BrC(Br)=O. (2) Given the product [CH3:1][N:2]1[CH2:7][CH:6]=[C:5]([C:8]2[C:16]3[C:11](=[CH:12][CH:13]=[C:14]([NH:17][C:18]([S:20][CH3:30])=[NH:19])[CH:15]=3)[NH:10][CH:9]=2)[CH2:4][CH2:3]1, predict the reactants needed to synthesize it. The reactants are: [CH3:1][N:2]1[CH2:7][CH:6]=[C:5]([C:8]2[C:16]3[C:11](=[CH:12][CH:13]=[C:14]([NH:17][C:18]([NH:20]C(=O)C4C=CC=CC=4)=[S:19])[CH:15]=3)[NH:10][CH:9]=2)[CH2:4][CH2:3]1.I[CH3:30]. (3) Given the product [Br:34][C:25]1[O:24][C:23]([CH2:22][CH:17]2[CH2:18][O:19][CH2:20][CH2:21][N:16]2[C:14]([C:9]2[N:10]=[C:11]([CH3:13])[S:12][C:8]=2[C:5]2[CH:6]=[CH:7][C:2]([F:1])=[CH:3][CH:4]=2)=[O:15])=[N:27][C:26]=1[C:28]1[CH:29]=[CH:30][CH:31]=[CH:32][CH:33]=1, predict the reactants needed to synthesize it. The reactants are: [F:1][C:2]1[CH:7]=[CH:6][C:5]([C:8]2[S:12][C:11]([CH3:13])=[N:10][C:9]=2[C:14]([N:16]2[CH2:21][CH2:20][O:19][CH2:18][CH:17]2[CH2:22][C:23]2[O:24][CH:25]=[C:26]([C:28]3[CH:33]=[CH:32][CH:31]=[CH:30][CH:29]=3)[N:27]=2)=[O:15])=[CH:4][CH:3]=1.[Br:34]N1C(=O)CCC1=O. (4) The reactants are: [CH3:1][C:2]1([CH3:14])[C:6]([CH3:8])([CH3:7])[O:5][B:4]([C:9]2[CH:10]=[N:11][NH:12][CH:13]=2)[O:3]1.Br[CH2:16][C:17]([NH2:19])=[O:18].C(=O)([O-])[O-].[Cs+].[Cs+]. Given the product [CH3:1][C:2]1([CH3:14])[C:6]([CH3:7])([CH3:8])[O:5][B:4]([C:9]2[CH:13]=[N:12][N:11]([CH2:16][C:17]([NH2:19])=[O:18])[CH:10]=2)[O:3]1, predict the reactants needed to synthesize it.